Dataset: Full USPTO retrosynthesis dataset with 1.9M reactions from patents (1976-2016). Task: Predict the reactants needed to synthesize the given product. (1) Given the product [OH:1][C:2]1[C:3](=[O:20])[CH:4]=[C:5]([CH2:8][NH:9][S:10]([C:13]2[CH:18]=[CH:17][CH:16]=[CH:15][C:14]=2[CH3:19])(=[O:12])=[O:11])[O:6][C:7]=1[CH2:22][OH:21], predict the reactants needed to synthesize it. The reactants are: [OH:1][C:2]1[C:3](=[O:20])[CH:4]=[C:5]([CH2:8][NH:9][S:10]([C:13]2[CH:18]=[CH:17][CH:16]=[CH:15][C:14]=2[CH3:19])(=[O:12])=[O:11])[O:6][CH:7]=1.[OH:21][C:22]1C(=O)C=C(CNS(C2C=CC=CC=2)(=O)=O)OC=1CO. (2) Given the product [CH3:1][C:2]1[C:10]2[C:5](=[CH:6][CH:7]=[C:8]([CH:11]3[C:16]([C:17]#[N:18])=[C:15]([C:14]([F:21])([F:20])[F:13])[NH:22][C:23]([C:27]4[CH:32]=[CH:31][CH:30]=[C:29]([C:33]([F:36])([F:34])[F:35])[N:28]=4)=[C:24]3[C:25]#[N:26])[CH:9]=2)[NH:4][N:3]=1, predict the reactants needed to synthesize it. The reactants are: [CH3:1][C:2]1[C:10]2[C:5](=[CH:6][CH:7]=[C:8]([CH:11]=O)[CH:9]=2)[NH:4][N:3]=1.[F:13][C:14]([F:21])([F:20])[C:15](=O)[CH2:16][C:17]#[N:18].[NH2:22][C:23]([C:27]1[CH:32]=[CH:31][CH:30]=[C:29]([C:33]([F:36])([F:35])[F:34])[N:28]=1)=[CH:24][C:25]#[N:26].C(O)(=O)C.